Dataset: Full USPTO retrosynthesis dataset with 1.9M reactions from patents (1976-2016). Task: Predict the reactants needed to synthesize the given product. (1) Given the product [C:1]([O:5][C:6]([NH:8][C@H:9]1[CH2:14][CH2:13][CH2:12][CH2:11][C@@H:10]1[O:15][S:17]([CH3:16])(=[O:19])=[O:18])=[O:7])([CH3:4])([CH3:2])[CH3:3], predict the reactants needed to synthesize it. The reactants are: [C:1]([O:5][C:6]([NH:8][C@H:9]1[CH2:14][CH2:13][CH2:12][CH2:11][C@@H:10]1[OH:15])=[O:7])([CH3:4])([CH3:3])[CH3:2].[CH3:16][S:17](Cl)(=[O:19])=[O:18].C(OCC)C. (2) Given the product [NH2:30][C:28]1[CH:27]=[C:26]([NH:31][C:2]2[N:11]=[C:10]([N:12]3[CH2:16][CH2:15][C@H:14]([NH:17][C:18](=[O:20])[CH3:19])[CH2:13]3)[C:9]3[C:4](=[C:5]([CH3:21])[CH:6]=[CH:7][CH:8]=3)[N:3]=2)[CH:25]=[C:24]([C:23]([F:22])([F:32])[F:33])[CH:29]=1, predict the reactants needed to synthesize it. The reactants are: Cl[C:2]1[N:11]=[C:10]([N:12]2[CH2:16][CH2:15][C@H:14]([NH:17][C:18](=[O:20])[CH3:19])[CH2:13]2)[C:9]2[C:4](=[C:5]([CH3:21])[CH:6]=[CH:7][CH:8]=2)[N:3]=1.[F:22][C:23]([F:33])([F:32])[C:24]1[CH:25]=[C:26]([NH2:31])[CH:27]=[C:28]([NH2:30])[CH:29]=1. (3) Given the product [F:24][C:22]1[CH:23]=[C:18]([CH:19]=[C:20]([F:25])[CH:21]=1)[CH2:17][C@H:2]([NH:1][C:39](=[O:41])[C:38]1[CH:42]=[C:34]([CH3:33])[CH:35]=[C:36]([C:43]([N:45]([CH2:49][CH2:50][CH3:51])[CH2:46][CH2:47][CH3:48])=[O:44])[CH:37]=1)[C@@H:3]([OH:16])[CH2:4][N:5]([CH2:14][CH3:15])[NH:6][C:7](=[O:9])[CH2:26][CH2:27][CH2:28][CH3:29], predict the reactants needed to synthesize it. The reactants are: [NH2:1][C@@H:2]([CH2:17][C:18]1[CH:23]=[C:22]([F:24])[CH:21]=[C:20]([F:25])[CH:19]=1)[C@@H:3]([OH:16])[CH2:4][N:5]([CH2:14][CH3:15])[NH:6][C:7]([O:9]C(C)(C)C)=O.[CH3:26][CH:27](C)[CH2:28][C:29](O)=O.[CH3:33][C:34]1[CH:35]=[C:36]([C:43]([N:45]([CH2:49][CH2:50][CH3:51])[CH2:46][CH2:47][CH3:48])=[O:44])[CH:37]=[C:38]([CH:42]=1)[C:39]([OH:41])=O. (4) The reactants are: [NH2:1][C:2]1[N:6]([C:7]2[CH:12]=[CH:11][C:10]([F:13])=[CH:9][CH:8]=2)[N:5]=[CH:4][C:3]=1[C:14]([NH:16][CH2:17][C:18]([CH2:24][NH:25][CH2:26][CH3:27])([OH:23])[C:19]([F:22])([F:21])[F:20])=[O:15].[F:28][C:29]1[CH:37]=[CH:36][CH:35]=[CH:34][C:30]=1[C:31](Cl)=[O:32]. Given the product [NH2:1][C:2]1[N:6]([C:7]2[CH:8]=[CH:9][C:10]([F:13])=[CH:11][CH:12]=2)[N:5]=[CH:4][C:3]=1[C:14]([NH:16][CH2:17][C:18]([CH2:24][N:25]([CH2:26][CH3:27])[C:31]([C:30]1[CH:34]=[CH:35][CH:36]=[CH:37][C:29]=1[F:28])=[O:32])([OH:23])[C:19]([F:22])([F:21])[F:20])=[O:15], predict the reactants needed to synthesize it. (5) Given the product [NH2:1][S:2]([C:5]1[CH:6]=[CH:7][C:8]([CH2:11][CH2:12][N:13]([CH2:14][C:15]2[CH:16]=[C:17]([C:21]3[CH:26]=[CH:25][CH:24]=[C:23]([C:27]([NH:29][CH2:30][CH2:31][N:32]4[CH2:36][CH2:35][CH2:34][CH2:33]4)=[O:28])[CH:22]=3)[CH:18]=[CH:19][CH:20]=2)[C:37](=[O:46])/[CH:38]=[CH:39]/[C:40]2[CH:45]=[CH:44][CH:43]=[CH:42][CH:41]=2)=[CH:9][CH:10]=1)(=[O:4])=[O:3], predict the reactants needed to synthesize it. The reactants are: [NH2:1][S:2]([C:5]1[CH:10]=[CH:9][C:8]([CH2:11][CH2:12][NH:13][CH2:14][C:15]2[CH:16]=[C:17]([C:21]3[CH:26]=[CH:25][CH:24]=[C:23]([C:27]([NH:29][CH2:30][CH2:31][N:32]4[CH2:36][CH2:35][CH2:34][CH2:33]4)=[O:28])[CH:22]=3)[CH:18]=[CH:19][CH:20]=2)=[CH:7][CH:6]=1)(=[O:4])=[O:3].[C:37](O)(=[O:46])/[CH:38]=[CH:39]/[C:40]1[CH:45]=[CH:44][CH:43]=[CH:42][CH:41]=1.Cl.C(N=C=NCCCN(C)C)C.ON1C2C=CC=CC=2N=N1.